This data is from NCI-60 drug combinations with 297,098 pairs across 59 cell lines. The task is: Regression. Given two drug SMILES strings and cell line genomic features, predict the synergy score measuring deviation from expected non-interaction effect. (1) Drug 1: CN1C(=O)N2C=NC(=C2N=N1)C(=O)N. Drug 2: C1CC(C1)(C2=CC=C(C=C2)C3=C(C=C4C(=N3)C=CN5C4=NNC5=O)C6=CC=CC=C6)N. Cell line: SK-OV-3. Synergy scores: CSS=31.1, Synergy_ZIP=6.86, Synergy_Bliss=6.67, Synergy_Loewe=-42.9, Synergy_HSA=1.02. (2) Drug 1: CC1OCC2C(O1)C(C(C(O2)OC3C4COC(=O)C4C(C5=CC6=C(C=C35)OCO6)C7=CC(=C(C(=C7)OC)O)OC)O)O. Drug 2: C#CCC(CC1=CN=C2C(=N1)C(=NC(=N2)N)N)C3=CC=C(C=C3)C(=O)NC(CCC(=O)O)C(=O)O. Cell line: COLO 205. Synergy scores: CSS=44.3, Synergy_ZIP=-2.49, Synergy_Bliss=-6.49, Synergy_Loewe=-5.57, Synergy_HSA=-5.75. (3) Synergy scores: CSS=43.2, Synergy_ZIP=-2.82, Synergy_Bliss=-3.79, Synergy_Loewe=-0.0394, Synergy_HSA=1.75. Cell line: LOX IMVI. Drug 2: C1=CC=C(C=C1)NC(=O)CCCCCCC(=O)NO. Drug 1: COC1=CC(=CC(=C1O)OC)C2C3C(COC3=O)C(C4=CC5=C(C=C24)OCO5)OC6C(C(C7C(O6)COC(O7)C8=CC=CS8)O)O.